From a dataset of Forward reaction prediction with 1.9M reactions from USPTO patents (1976-2016). Predict the product of the given reaction. (1) Given the reactants C([O-])(=O)C.[Na+].Br[CH:7](Br)[C:8]([C:10]([F:13])([F:12])[F:11])=[O:9].Cl.[Br:16][C:17]1[C:22]([O:23][CH:24]([CH3:26])[CH3:25])=[CH:21][C:20]([NH:27][NH2:28])=[C:19]([F:29])[CH:18]=1, predict the reaction product. The product is: [Br:16][C:17]1[C:22]([O:23][CH:24]([CH3:25])[CH3:26])=[CH:21][C:20]([NH:27][N:28]=[CH:7][C:8](=[O:9])[C:10]([F:13])([F:12])[F:11])=[C:19]([F:29])[CH:18]=1. (2) The product is: [C:22]([NH:21][C:19]1[S:20][C:16]2[C:15]([C:29]#[N:30])=[C:14]([O:13][C:11]3[CH:10]=[CH:9][C:8]([F:31])=[C:7]([NH:6][C:4](=[O:5])[C:3]4[CH:32]=[CH:33][CH:34]=[C:35]([C:36]([C:39]#[N:40])([CH3:37])[CH3:38])[C:2]=4[Cl:1])[CH:12]=3)[CH:28]=[CH:27][C:17]=2[N:18]=1)(=[O:23])[CH3:24]. Given the reactants [Cl:1][C:2]1[C:35]([C:36]2([C:39]#[N:40])[CH2:38][CH2:37]2)=[CH:34][CH:33]=[CH:32][C:3]=1[C:4]([NH:6][C:7]1[CH:12]=[C:11]([O:13][C:14]2[CH:28]=[CH:27][C:17]3[N:18]=[C:19]([NH:21][C:22]([CH:24]4CC4)=[O:23])[S:20][C:16]=3[C:15]=2[C:29]#[N:30])[CH:10]=[CH:9][C:8]=1[F:31])=[O:5].N1C=CC=CC=1.C(Cl)(=O)C, predict the reaction product. (3) The product is: [C:34]([OH:39])(=[O:38])[CH:35]([CH3:37])[OH:36].[CH2:29]([N:3]([CH2:1][CH3:2])[CH2:4][CH2:5][N:6]1[CH2:11][CH2:10][C:9]2[NH:12][C:13]([CH:16]=[C:17]3[C:25]4[C:20](=[CH:21][CH:22]=[C:23]([F:26])[CH:24]=4)[NH:19][C:18]3=[O:27])=[C:14]([CH3:15])[C:8]=2[C:7]1=[O:28])[CH3:30]. Given the reactants [CH2:1]([N:3]([CH2:29][CH3:30])[CH2:4][CH2:5][N:6]1[CH2:11][CH2:10][C:9]2[NH:12][C:13]([CH:16]=[C:17]3[C:25]4[C:20](=[CH:21][CH:22]=[C:23]([F:26])[CH:24]=4)[NH:19][C:18]3=[O:27])=[C:14]([CH3:15])[C:8]=2[C:7]1=[O:28])[CH3:2].ClCCl.[C:34]([OH:39])(=[O:38])[CH:35]([CH3:37])[OH:36], predict the reaction product. (4) Given the reactants C([Mg]Br)C.I[C:6]1[N:7]=[CH:8][N:9]([C:11]([C:24]2[CH:29]=[CH:28][CH:27]=[CH:26][CH:25]=2)([C:18]2[CH:23]=[CH:22][CH:21]=[CH:20][CH:19]=2)[C:12]2[CH:17]=[CH:16][CH:15]=[CH:14][CH:13]=2)[CH:10]=1.[F:30][C:31]1[CH:36]=[CH:35][C:34]([CH:37]2[C:45]3[C:40](=[CH:41][CH:42]=[CH:43][CH:44]=3)[C:39](=[O:46])[CH2:38]2)=[CH:33][CH:32]=1.[Cl-].[NH4+], predict the reaction product. The product is: [F:30][C:31]1[CH:32]=[CH:33][C:34]([CH:37]2[C:45]3[C:40](=[CH:41][CH:42]=[CH:43][CH:44]=3)[C:39]([C:6]3[N:7]=[CH:8][N:9]([C:11]([C:12]4[CH:17]=[CH:16][CH:15]=[CH:14][CH:13]=4)([C:24]4[CH:25]=[CH:26][CH:27]=[CH:28][CH:29]=4)[C:18]4[CH:19]=[CH:20][CH:21]=[CH:22][CH:23]=4)[CH:10]=3)([OH:46])[CH2:38]2)=[CH:35][CH:36]=1. (5) Given the reactants I[CH3:2].[Cl:3][C:4]1[CH:9]=[CH:8][C:7]([C:10]2[CH:11]=[N:12][C:13]([C:16]3[CH:21]=[CH:20][N:19]=[CH:18][CH:17]=3)=[N:14][CH:15]=2)=[CH:6][CH:5]=1, predict the reaction product. The product is: [Cl:3][C:4]1[CH:5]=[CH:6][C:7]([C:10]2[CH:11]=[N:12][C:13]([C:16]3[CH2:21][CH2:20][N:19]([CH3:2])[CH2:18][CH:17]=3)=[N:14][CH:15]=2)=[CH:8][CH:9]=1. (6) Given the reactants [CH3:1][N:2]([C:10](=[O:23])[CH2:11][NH:12][C:13](OCC1C=CC=CC=1)=[O:14])[C:3]1(C(OC)=O)[CH2:5][CH2:4]1, predict the reaction product. The product is: [CH3:1][N:2]1[C:10](=[O:23])[CH2:11][NH:12][C:13](=[O:14])[C:3]21[CH2:5][CH2:4]2.